From a dataset of Peptide-MHC class II binding affinity with 134,281 pairs from IEDB. Regression. Given a peptide amino acid sequence and an MHC pseudo amino acid sequence, predict their binding affinity value. This is MHC class II binding data. (1) The peptide sequence is EKKYFAATQFEPWAA. The MHC is HLA-DQA10301-DQB10302 with pseudo-sequence HLA-DQA10301-DQB10302. The binding affinity (normalized) is 0.459. (2) The MHC is DRB1_0901 with pseudo-sequence DRB1_0901. The binding affinity (normalized) is 0.372. The peptide sequence is VSWEEEAEISGSSAR. (3) The peptide sequence is DINVGFKAAVAAAAG. The MHC is HLA-DQA10501-DQB10201 with pseudo-sequence HLA-DQA10501-DQB10201. The binding affinity (normalized) is 0.286. (4) The peptide sequence is SEAVRHFPRLWLHSL. The MHC is DRB1_1302 with pseudo-sequence DRB1_1302. The binding affinity (normalized) is 0.303. (5) The peptide sequence is ANGKLHDKKSMGDDH. The MHC is DRB1_0101 with pseudo-sequence DRB1_0101. The binding affinity (normalized) is 0.225.